This data is from Reaction yield outcomes from USPTO patents with 853,638 reactions. The task is: Predict the reaction yield, written as a fraction of the theoretical maximum amount of product (1.0 means a 100% yield; for example, 0.34 means a 34% yield). (1) The reactants are [CH3:1][C:2]([Si:5](Cl)([CH3:7])[CH3:6])([CH3:4])[CH3:3].[Cl:9][C:10]1[CH:11]=[CH:12][C:13]2[N:19]3[CH2:20][C@H:16]([C@H:17]([OH:21])[CH2:18]3)[NH:15][C:14]=2[N:22]=1.C(N(CC)CC)C. The catalyst is CN(C1C=CN=CC=1)C. The product is [Si:5]([O:21][C@H:17]1[C@H:16]2[CH2:20][N:19]([C:13]3[CH:12]=[CH:11][C:10]([Cl:9])=[N:22][C:14]=3[NH:15]2)[CH2:18]1)([C:2]([CH3:4])([CH3:3])[CH3:1])([CH3:7])[CH3:6]. The yield is 0.730. (2) The reactants are [CH3:1][N:2]1C=C(C(F)(F)F)[N:4]=[C:3]1[CH:11]1[CH2:16][CH2:15][O:14][CH2:13][CH2:12]1.[OH-].[Na+].Cl.C[CH2:21][O:22][C:23]([CH3:25])=[O:24]. The catalyst is CO. The product is [O:14]1[CH2:15][CH2:16][CH:11]([C:3]2[NH:2][CH:1]=[C:25]([C:23]([O:22][CH3:21])=[O:24])[N:4]=2)[CH2:12][CH2:13]1. The yield is 0.800.